This data is from Forward reaction prediction with 1.9M reactions from USPTO patents (1976-2016). The task is: Predict the product of the given reaction. (1) Given the reactants Cl[C:2]1[N:7]=[C:6]([NH:8][C@@H:9]2[CH2:14][CH2:13][CH2:12][CH2:11][C@H:10]2[NH:15][S:16]([CH3:19])(=[O:18])=[O:17])[C:5]([Cl:20])=[CH:4][N:3]=1.[NH2:21][C:22]1[CH:35]=[CH:34][C:25]2[NH:26][C:27](=[O:33])[CH2:28][CH2:29][C:30]([CH3:32])([CH3:31])[C:24]=2[CH:23]=1.Cl, predict the reaction product. The product is: [Cl:20][C:5]1[C:6]([NH:8][C@@H:9]2[CH2:14][CH2:13][CH2:12][CH2:11][C@H:10]2[NH:15][S:16]([CH3:19])(=[O:18])=[O:17])=[N:7][C:2]([NH:21][C:22]2[CH:35]=[CH:34][C:25]3[NH:26][C:27](=[O:33])[CH2:28][CH2:29][C:30]([CH3:32])([CH3:31])[C:24]=3[CH:23]=2)=[N:3][CH:4]=1. (2) Given the reactants CC([CH:5]([C:9]1([OH:26])[CH2:12][N:11]([CH:13]([C:20]2[CH:25]=[CH:24][CH:23]=[CH:22][CH:21]=2)[C:14]2[CH:19]=[CH:18][CH:17]=[CH:16][CH:15]=2)[CH2:10]1)[C:6]([O-])=[O:7])(C)C.[H-].[Al+3].[Li+].[H-].[H-].[H-].O.[OH-].[Na+], predict the reaction product. The product is: [C:20]1([CH:13]([C:14]2[CH:19]=[CH:18][CH:17]=[CH:16][CH:15]=2)[N:11]2[CH2:12][C:9]([CH2:5][CH2:6][OH:7])([OH:26])[CH2:10]2)[CH:21]=[CH:22][CH:23]=[CH:24][CH:25]=1. (3) Given the reactants [C:1]([NH:5][S:6]([C:9]1[CH:10]=[N:11][CH:12]=[C:13]([C:15]2[N:20]3[CH:21]=[CH:22][C:23]([C:24]4[CH:29]=[CH:28][CH:27]=[CH:26][CH:25]=4)=[C:19]3[C:18](Cl)=[N:17][N:16]=2)[CH:14]=1)(=[O:8])=[O:7])([CH3:4])([CH3:3])[CH3:2].[CH2:31]([NH2:38])[C:32]1[CH:37]=[CH:36][CH:35]=[CH:34][CH:33]=1, predict the reaction product. The product is: [CH2:31]([NH:38][C:18]1[C:19]2[N:20]([CH:21]=[CH:22][C:23]=2[C:24]2[CH:29]=[CH:28][CH:27]=[CH:26][CH:25]=2)[C:15]([C:13]2[CH:14]=[C:9]([S:6]([NH:5][C:1]([CH3:4])([CH3:3])[CH3:2])(=[O:8])=[O:7])[CH:10]=[N:11][CH:12]=2)=[N:16][N:17]=1)[C:32]1[CH:37]=[CH:36][CH:35]=[CH:34][CH:33]=1. (4) The product is: [ClH:24].[N:1]1([CH2:6][C@H:7]2[CH2:11][CH2:10][C@@H:9]([NH:12][CH2:13][C:14]([N:16]3[CH2:20][C@@H:19]([F:21])[CH2:18][C@H:17]3[C:22]#[N:23])=[O:15])[CH2:8]2)[CH:5]=[N:4][CH:3]=[N:2]1. Given the reactants [N:1]1([CH2:6][C@H:7]2[CH2:11][CH2:10][C@@H:9]([NH:12][CH2:13][C:14]([N:16]3[CH2:20][C@@H:19]([F:21])[CH2:18][C@H:17]3[C:22]#[N:23])=[O:15])[CH2:8]2)[CH:5]=[N:4][CH:3]=[N:2]1.[ClH:24], predict the reaction product. (5) Given the reactants [OH-].[Na+].C(N(CC)C(=O)[S:7][C:8]1[CH:13]=[C:12]([Br:14])[CH:11]=[C:10]([Br:15])[CH:9]=1)C, predict the reaction product. The product is: [Br:14][C:12]1[CH:13]=[C:8]([SH:7])[CH:9]=[C:10]([Br:15])[CH:11]=1. (6) Given the reactants C(OC([N:8]1[CH2:26][CH2:25][C:11]2([C:15](=[O:16])[N:14]([CH2:17][C:18]3[CH:23]=[CH:22][C:21]([Br:24])=[CH:20][CH:19]=3)[CH2:13][CH2:12]2)[CH2:10][CH2:9]1)=O)(C)(C)C.O1CCOCC1.[ClH:33], predict the reaction product. The product is: [ClH:33].[Br:24][C:21]1[CH:20]=[CH:19][C:18]([CH2:17][N:14]2[CH2:13][CH2:12][C:11]3([CH2:10][CH2:9][NH:8][CH2:26][CH2:25]3)[C:15]2=[O:16])=[CH:23][CH:22]=1. (7) Given the reactants [Br:1][C:2]1[CH:7]=[CH:6][C:5]([C:8](=[O:12])[CH2:9][CH2:10][Cl:11])=[CH:4][CH:3]=1.[BH4-].[Na+], predict the reaction product. The product is: [Br:1][C:2]1[CH:3]=[CH:4][C:5]([CH:8]([OH:12])[CH2:9][CH2:10][Cl:11])=[CH:6][CH:7]=1. (8) Given the reactants [C:1]([O:4][CH2:5][C:6]([CH3:27])([CH3:26])[C@H:7]([NH:18][C:19]([O:21][C:22]([CH3:25])([CH3:24])[CH3:23])=[O:20])[C:8]([O:10]CC1C=CC=CC=1)=[O:9])(=[O:3])[CH3:2], predict the reaction product. The product is: [C:1]([O:4][CH2:5][C:6]([CH3:27])([CH3:26])[C@H:7]([NH:18][C:19]([O:21][C:22]([CH3:25])([CH3:24])[CH3:23])=[O:20])[C:8]([OH:10])=[O:9])(=[O:3])[CH3:2]. (9) Given the reactants [Cl-].[NH4+].[CH3:3][O:4][C:5]1[N:10]=[C:9](/[CH:11]=[CH:12]/[C:13]([O:15][CH2:16][CH3:17])=[O:14])[CH:8]=[CH:7][C:6]=1[N+:18]([O-])=O, predict the reaction product. The product is: [NH2:18][C:6]1[CH:7]=[CH:8][C:9](/[CH:11]=[CH:12]/[C:13]([O:15][CH2:16][CH3:17])=[O:14])=[N:10][C:5]=1[O:4][CH3:3].